Dataset: Forward reaction prediction with 1.9M reactions from USPTO patents (1976-2016). Task: Predict the product of the given reaction. (1) The product is: [C@H:39]1([NH:38][C:37]([C@@H:27]2[CH2:28][C@@H:29]([CH:31]3[CH2:32][CH2:33][CH2:34][CH2:35][CH2:36]3)[CH2:30][N:26]2[C:24]([CH:23]2[CH2:22][C:21]3([CH2:49][CH2:50][NH:51][CH2:52][CH2:53]3)[CH2:20][NH:19]2)=[O:25])=[O:48])[C:47]2[C:42](=[CH:43][CH:44]=[CH:45][CH:46]=2)[CH2:41][CH2:40]1. Given the reactants Cl.C1C2C(COC([N:19]3[CH:23]([C:24]([N:26]4[CH2:30][C@H:29]([CH:31]5[CH2:36][CH2:35][CH2:34][CH2:33][CH2:32]5)[CH2:28][C@H:27]4[C:37](=[O:48])[NH:38][C@H:39]4[C:47]5[C:42](=[CH:43][CH:44]=[CH:45][CH:46]=5)[CH2:41][CH2:40]4)=[O:25])[CH2:22][C:21]4([CH2:53][CH2:52][NH:51][CH2:50][CH2:49]4)[CH2:20]3)=O)C3C(=CC=CC=3)C=2C=CC=1.N, predict the reaction product. (2) Given the reactants [CH3:1][O:2][C:3](=[O:31])[C:4]1[CH:9]=[CH:8][C:7]([CH2:10][C:11]2([CH:21]3[CH2:26][CH2:25][CH:24]([C:27]([CH3:30])([CH3:29])[CH3:28])[CH2:23][CH2:22]3)C(=O)OC(C)(C)O[C:12]2=[O:20])=[CH:6][CH:5]=1.[Br:32][C:33]1[CH:39]=[CH:38][C:36]([NH2:37])=[CH:35][CH:34]=1.C(OCC)(=O)C.CCCCCC, predict the reaction product. The product is: [CH3:1][O:2][C:3](=[O:31])[C:4]1[CH:9]=[CH:8][C:7]([CH2:10][CH:11]([C:12](=[O:20])[NH:37][C:36]2[CH:38]=[CH:39][C:33]([Br:32])=[CH:34][CH:35]=2)[CH:21]2[CH2:22][CH2:23][CH:24]([C:27]([CH3:28])([CH3:29])[CH3:30])[CH2:25][CH2:26]2)=[CH:6][CH:5]=1. (3) Given the reactants C(O[C:4]1[CH:5]=C(C=[CH:10][C:11]=1C)C=O)C.[OH:13][C:14]1[CH:15]=[C:16]([CH:19]=[CH:20][C:21]=1[O:22][CH3:23])[CH:17]=[O:18].BrCCCC.C([O-])([O-])=O.[K+].[K+], predict the reaction product. The product is: [CH2:5]([O:13][C:14]1[CH:15]=[C:16]([CH:19]=[CH:20][C:21]=1[O:22][CH3:23])[CH:17]=[O:18])[CH2:4][CH2:11][CH3:10]. (4) Given the reactants C1(P(C2C=CC=CC=2)C2C=CC=CC=2)C=CC=CC=1.[Cl:20][C:21]1[C:30]2[C:25](=[CH:26][CH:27]=[CH:28][CH:29]=2)[C:24](O)=[C:23]([CH2:32][CH2:33][CH2:34][OH:35])[N:22]=1.N(C(OC(C)C)=O)=NC(OC(C)C)=O, predict the reaction product. The product is: [Cl:20][C:21]1[C:30]2[CH:29]=[CH:28][CH:27]=[CH:26][C:25]=2[C:24]2[O:35][CH2:34][CH2:33][CH2:32][C:23]=2[N:22]=1.